Dataset: Full USPTO retrosynthesis dataset with 1.9M reactions from patents (1976-2016). Task: Predict the reactants needed to synthesize the given product. Given the product [Cl:30][C:18]1[CH:19]=[CH:20][CH:21]=[CH:22][C:17]=1[S:16][C:9]1[C:8]2[C:12](=[CH:13][C:5]([S:2]([CH3:1])(=[O:3])=[O:4])=[CH:6][CH:7]=2)[NH:11][C:10]=1[CH:14]=[O:15], predict the reactants needed to synthesize it. The reactants are: [CH3:1][S:2]([C:5]1[CH:13]=[C:12]2[C:8]([C:9]([S:16][C:17]3[CH:22]=[CH:21][CH:20]=[CH:19][CH:18]=3)=[C:10]([CH2:14][OH:15])[NH:11]2)=[CH:7][CH:6]=1)(=[O:4])=[O:3].CS(C)=O.C(Cl)(=O)C([Cl:30])=O.C(N(CC)CC)C.